From a dataset of Reaction yield outcomes from USPTO patents with 853,638 reactions. Predict the reaction yield, written as a fraction of the theoretical maximum amount of product (1.0 means a 100% yield; for example, 0.34 means a 34% yield). The reactants are Br[C:2]1[N:6]2[CH:7]=[CH:8][CH:9]=[CH:10][C:5]2=[C:4]([C:11]([O:13][CH3:14])=[O:12])[N:3]=1.[B-](F)(F)(F)[C:16]([CH3:18])=[CH2:17].[K+].[O-]P([O-])([O-])=O.[K+].[K+].[K+].O1CCOCC1. The catalyst is O. The product is [CH2:17]=[C:16]([C:2]1[N:6]2[CH:7]=[CH:8][CH:9]=[CH:10][C:5]2=[C:4]([C:11]([O:13][CH3:14])=[O:12])[N:3]=1)[CH3:18]. The yield is 0.800.